From a dataset of Full USPTO retrosynthesis dataset with 1.9M reactions from patents (1976-2016). Predict the reactants needed to synthesize the given product. (1) The reactants are: [N:1]([CH2:4][C@H:5]1[O:10][CH2:9][CH2:8][N:7]([C:11]([O:13][C:14]([CH3:17])([CH3:16])[CH3:15])=[O:12])[CH2:6]1)=[N+]=[N-]. Given the product [NH2:1][CH2:4][C@H:5]1[O:10][CH2:9][CH2:8][N:7]([C:11]([O:13][C:14]([CH3:17])([CH3:16])[CH3:15])=[O:12])[CH2:6]1, predict the reactants needed to synthesize it. (2) Given the product [C:1]([NH:5][S:6]([CH:9]1[CH2:11][CH2:10]1)(=[O:8])=[O:7])([CH3:4])([CH3:3])[CH3:2], predict the reactants needed to synthesize it. The reactants are: [C:1]([NH:5][S:6]([CH2:9][CH2:10][CH2:11]Cl)(=[O:8])=[O:7])([CH3:4])([CH3:3])[CH3:2].C([Li])CCC. (3) Given the product [Cl:1][C:2]1[C:7]([CH:8]2[CH2:9][CH2:10]2)=[CH:6][C:5]([NH:11][CH2:12][C:13]([N:36]2[CH2:35][CH2:34][N:33]([CH:38]3[CH2:39][N:40]([C:42](=[O:45])[CH:43]=[CH2:44])[CH2:41]3)[CH:32]([CH3:31])[CH2:37]2)=[O:15])=[C:4]([OH:16])[CH:3]=1, predict the reactants needed to synthesize it. The reactants are: [Cl:1][C:2]1[C:7]([CH:8]2[CH2:10][CH2:9]2)=[CH:6][C:5]([NH:11][CH2:12][C:13]([OH:15])=O)=[C:4]([OH:16])[CH:3]=1.CN1CCOCC1.ClC(OCC)=O.Cl.[CH3:31][CH:32]1[CH2:37][NH:36][CH2:35][CH2:34][N:33]1[CH:38]1[CH2:41][N:40]([C:42](=[O:45])[CH:43]=[CH2:44])[CH2:39]1.CCN(CC)CC. (4) Given the product [C:1]([O:4][C@@H:5]1[C@@H:10]([O:11][C:12](=[O:14])[CH3:13])[C@H:9]([O:15][C:16](=[O:18])[CH3:17])[C@@H:8]([CH2:19][O:20][C:21](=[O:23])[CH3:22])[O:7][C@H:6]1[C:24]1[CH:29]=[CH:28][C:27]([Cl:30])=[C:26]([CH2:31][C:32]2[S:33][C:34]([C:37]3[CH:42]=[CH:41][C:40](=[N:47][OH:48])[CH:39]([F:45])[CH:38]=3)=[CH:35][CH:36]=2)[CH:25]=1)(=[O:3])[CH3:2], predict the reactants needed to synthesize it. The reactants are: [C:1]([O:4][C@@H:5]1[C@@H:10]([O:11][C:12](=[O:14])[CH3:13])[C@H:9]([O:15][C:16](=[O:18])[CH3:17])[C@@H:8]([CH2:19][O:20][C:21](=[O:23])[CH3:22])[O:7][C@H:6]1[C:24]1[CH:29]=[CH:28][C:27]([Cl:30])=[C:26]([CH2:31][C:32]2[S:33][C:34]([C:37]3[CH:42]=[CH:41][C:40](C=O)=[C:39]([F:45])[CH:38]=3)=[CH:35][CH:36]=2)[CH:25]=1)(=[O:3])[CH3:2].Cl.[NH2:47][OH:48].